This data is from Forward reaction prediction with 1.9M reactions from USPTO patents (1976-2016). The task is: Predict the product of the given reaction. (1) Given the reactants [CH3:1][C:2](=O)[CH2:3][CH2:4][C:5](=O)[CH3:6].O.C1(C)C=CC(S(O)(=O)=O)=CC=1.[Cl:21][C:22]1[CH:23]=[C:24]([CH:26]=[C:27]([F:29])[CH:28]=1)[NH2:25].O1CCCC1, predict the reaction product. The product is: [Cl:21][C:22]1[CH:23]=[C:24]([N:25]2[C:5]([CH3:6])=[CH:4][CH:3]=[C:2]2[CH3:1])[CH:26]=[C:27]([F:29])[CH:28]=1. (2) The product is: [NH2:1][C:2]1[CH:3]=[C:4]([CH:28]=[CH:29][CH:30]=1)[O:5][C:6]1[C:7]2[CH:25]=[CH:24][NH:23][C:8]=2[N:9]=[C:10]([NH:12][C:13]2[CH:14]=[N:15][N:16]([CH2:18][CH2:19][N:20]([CH3:22])[CH3:21])[CH:17]=2)[N:11]=1. Given the reactants [NH2:1][C:2]1[CH:3]=[C:4]([CH:28]=[CH:29][CH:30]=1)[O:5][C:6]1[C:7]2[CH:25]=[CH:24][N:23](CO)[C:8]=2[N:9]=[C:10]([NH:12][C:13]2[CH:14]=[N:15][N:16]([CH2:18][CH2:19][N:20]([CH3:22])[CH3:21])[CH:17]=2)[N:11]=1.C([O-])([O-])=O.[K+].[K+], predict the reaction product. (3) Given the reactants Br[CH:2](Br)[C:3]1[C:7]2[CH:8]=[C:9]([N:12]3[C:17](=[O:18])[CH:16]=[C:15]([C:19]([F:22])([F:21])[F:20])[N:14]([CH3:23])[C:13]3=[O:24])[CH:10]=[CH:11][C:6]=2[S:5][N:4]=1.[O:26]1CCOCC1.O, predict the reaction product. The product is: [CH3:23][N:14]1[C:15]([C:19]([F:22])([F:21])[F:20])=[CH:16][C:17](=[O:18])[N:12]([C:9]2[CH:10]=[CH:11][C:6]3[S:5][N:4]=[C:3]([CH:2]=[O:26])[C:7]=3[CH:8]=2)[C:13]1=[O:24]. (4) Given the reactants N#N.[NH2:3][CH2:4][C:5]([OH:7])=O.[Cl:8][C:9]1[CH:21]=[CH:20][C:12]2[N:13](C)[C:14](=O)[O:15][C:16](=O)[C:11]=2[CH:10]=1, predict the reaction product. The product is: [Cl:8][C:9]1[CH:21]=[CH:20][C:12]2[N:13]([CH3:14])[C:5](=[O:7])[CH2:4][NH:3][C:16](=[O:15])[C:11]=2[CH:10]=1. (5) Given the reactants O=P(Cl)(Cl)Cl.[C:6]([C:9]1[CH:14]=[CH:13][N:12]=[CH:11][CH:10]=1)(=O)[CH3:7].[ClH:15].NO.C(=O)([O-])O.[Na+].C[N:24]([CH:26]=O)C, predict the reaction product. The product is: [Cl:15][C:6]([C:9]1[CH:14]=[CH:13][N:12]=[CH:11][CH:10]=1)=[CH:7][C:26]#[N:24]. (6) Given the reactants [Cl:1][C:2]1[CH:21]=[C:20]([Cl:22])[CH:19]=[CH:18][C:3]=1[CH2:4][N:5]1[C:9]2[CH:10]=[C:11]([CH2:15][OH:16])[CH:12]=[C:13]([CH3:14])[C:8]=2[N:7]=[C:6]1[CH3:17].O[C:24]1[N:29]=[C:28]([C:30]([O:32][CH3:33])=[O:31])[CH:27]=[CH:26][CH:25]=1, predict the reaction product. The product is: [Cl:1][C:2]1[CH:21]=[C:20]([Cl:22])[CH:19]=[CH:18][C:3]=1[CH2:4][N:5]1[C:9]2[CH:10]=[C:11]([CH2:15][O:16][C:24]3[N:29]=[C:28]([C:30]([O:32][CH3:33])=[O:31])[CH:27]=[CH:26][CH:25]=3)[CH:12]=[C:13]([CH3:14])[C:8]=2[N:7]=[C:6]1[CH3:17].